From a dataset of Forward reaction prediction with 1.9M reactions from USPTO patents (1976-2016). Predict the product of the given reaction. (1) Given the reactants [CH3:1][O:2][C:3]([C:5]1[CH:10]=[CH:9][C:8](B(O)O)=[CH:7][CH:6]=1)=[O:4].Cl[C:15]1[CH:20]=[CH:19][C:18]([C:21]([F:24])([F:23])[F:22])=[CH:17][N:16]=1.C1(P(C2C=CC=CC=2)CCCCP(C2C=CC=CC=2)C2C=CC=CC=2)C=CC=CC=1.C(=O)([O-])O.[Na+], predict the reaction product. The product is: [F:22][C:21]([F:24])([F:23])[C:18]1[CH:17]=[N:16][C:15]([C:6]2[CH:7]=[CH:8][CH:9]=[CH:10][C:5]=2[C:3]([O:2][CH3:1])=[O:4])=[CH:20][CH:19]=1. (2) Given the reactants [CH2:1]([CH:3]([CH2:6][CH2:7][CH2:8][CH3:9])[CH2:4][OH:5])[CH3:2].C(=O)CCC, predict the reaction product. The product is: [CH2:1]([C:3](=[CH:6][CH2:7][CH2:8][CH3:9])[CH:4]=[O:5])[CH3:2]. (3) The product is: [CH3:39][C:33]1[C:34]2[CH2:38][CH2:37][CH2:36][C:35]=2[N:30]2[N:29]=[C:28](/[CH:5]=[C:6]3\[C@@H:7]4[N:11]([C:12]\3=[O:13])[C:10]([C:14]([OH:16])=[O:15])=[CH:9][S:8]4)[N:40]=[C:31]2[N:32]=1. Given the reactants C(O[CH:5]([C:28]1[N:40]=[C:31]2[N:32]=[C:33]([CH3:39])[C:34]3[CH2:38][CH2:37][CH2:36][C:35]=3[N:30]2[N:29]=1)[C:6]1(Br)[C:12](=[O:13])[N:11]2[C@@H:7]1[S:8][CH:9]=[C:10]2[C:14]([O:16]CC1C=CC([N+]([O-])=O)=CC=1)=[O:15])(=O)C.C(#N)C, predict the reaction product. (4) Given the reactants C(O[C:8]1[CH:13]=[CH:12][C:11]([C:14](=[O:24])[C:15]2[CH:20]=[CH:19][C:18]([N+:21]([O-])=O)=[CH:17][CH:16]=2)=[CH:10][C:9]=1[N+:25]([O-])=O)(=O)CC([O-])=O.Cl.[CH3:29][CH2:30][OH:31], predict the reaction product. The product is: [NH2:21][C:18]1[CH:17]=[CH:16][C:15]([C:14]([C:11]2[CH:10]=[C:9]3[C:8]([CH2:29][C:30](=[O:31])[NH:25]3)=[CH:13][CH:12]=2)=[O:24])=[CH:20][CH:19]=1. (5) Given the reactants [NH2:1][C@H:2]1[C:11]2[C:6](=[CH:7][CH:8]=[C:9]([F:12])[CH:10]=2)[N:5]([C:13](=[O:15])[CH3:14])[C@@H:4]([CH3:16])[C@@H:3]1[CH3:17].CN(C1C(C2C(P(C3CCCCC3)C3CCCCC3)=CC=CC=2)=CC=CC=1)C.Br[C:47]1[CH:56]=[CH:55][C:50]([C:51]([NH:53][CH3:54])=[O:52])=[CH:49][CH:48]=1.CC(C)([O-])C.[Na+], predict the reaction product. The product is: [C:13]([N:5]1[C:6]2[C:11](=[CH:10][C:9]([F:12])=[CH:8][CH:7]=2)[C@H:2]([NH:1][C:47]2[CH:56]=[CH:55][C:50]([C:51]([NH:53][CH3:54])=[O:52])=[CH:49][CH:48]=2)[C@@H:3]([CH3:17])[C@@H:4]1[CH3:16])(=[O:15])[CH3:14].